Dataset: Catalyst prediction with 721,799 reactions and 888 catalyst types from USPTO. Task: Predict which catalyst facilitates the given reaction. (1) Reactant: [C:1](Cl)([C:14]1[CH:19]=[CH:18][CH:17]=[CH:16][CH:15]=1)([C:8]1[CH:13]=[CH:12][CH:11]=[CH:10][CH:9]=1)[C:2]1[CH:7]=[CH:6][CH:5]=[CH:4][CH:3]=1.[OH:21][C@H:22]1[C@H:27]([C:28]2[CH:37]=[CH:36][C:31]([C:32]([O:34][CH3:35])=[O:33])=[CH:30][CH:29]=2)[C@@H:26]([CH2:38][OH:39])[CH2:25][N:24]([S:40]([C:43]2[CH:48]=[CH:47][C:46]([CH3:49])=[CH:45][CH:44]=2)(=[O:42])=[O:41])[CH2:23]1. Product: [OH:21][C@H:22]1[C@H:27]([C:28]2[CH:29]=[CH:30][C:31]([C:32]([O:34][CH3:35])=[O:33])=[CH:36][CH:37]=2)[C@@H:26]([CH2:38][O:39][C:1]([C:14]2[CH:19]=[CH:18][CH:17]=[CH:16][CH:15]=2)([C:8]2[CH:13]=[CH:12][CH:11]=[CH:10][CH:9]=2)[C:2]2[CH:7]=[CH:6][CH:5]=[CH:4][CH:3]=2)[CH2:25][N:24]([S:40]([C:43]2[CH:48]=[CH:47][C:46]([CH3:49])=[CH:45][CH:44]=2)(=[O:42])=[O:41])[CH2:23]1. The catalyst class is: 341. (2) Reactant: [C:1]([C:5]1[CH:10]=[CH:9][C:8]([S:11]([NH:14][C:15]2[C:25](B3OC(C)(C)C(C)(C)O3)=[CH:24][C:18]3[O:19][C:20]([F:23])([F:22])[O:21][C:17]=3[CH:16]=2)(=[O:13])=[O:12])=[CH:7][C:6]=1[F:35])([CH3:4])([CH3:3])[CH3:2].C[O:37][C:38]([C:40]1[CH:41]=[CH:42][C:43](Br)=[C:44]2[C:49]=1[N:48]=[CH:47][CH:46]=[CH:45]2)=[O:39].C([O-])([O-])=O.[K+].[K+].O[Li].O. Product: [C:1]([C:5]1[CH:10]=[CH:9][C:8]([S:11]([NH:14][C:15]2[C:25]([C:43]3[CH:42]=[CH:41][C:40]([C:38]([OH:39])=[O:37])=[C:49]4[C:44]=3[CH:45]=[CH:46][CH:47]=[N:48]4)=[CH:24][C:18]3[O:19][C:20]([F:22])([F:23])[O:21][C:17]=3[CH:16]=2)(=[O:12])=[O:13])=[CH:7][C:6]=1[F:35])([CH3:3])([CH3:4])[CH3:2]. The catalyst class is: 77. (3) Reactant: C(O[Na:6])(C)(C)C.[F:7][C:8]1[CH:36]=[C:35]([F:37])[CH:34]=[CH:33][C:9]=1[CH2:10][O:11][C:12]1[CH:30]=[CH:29][C:28]([O:31][CH3:32])=[CH:27][C:13]=1[CH2:14][N:15]1[C:23]2[CH:22]=[CH:21][CH:20]=[C:19]([C:24]([OH:26])=[O:25])[C:18]=2[CH:17]=[CH:16]1. Product: [F:7][C:8]1[CH:36]=[C:35]([F:37])[CH:34]=[CH:33][C:9]=1[CH2:10][O:11][C:12]1[CH:30]=[CH:29][C:28]([O:31][CH3:32])=[CH:27][C:13]=1[CH2:14][N:15]1[C:23]2[CH:22]=[CH:21][CH:20]=[C:19]([C:24]([O-:26])=[O:25])[C:18]=2[CH:17]=[CH:16]1.[Na+:6]. The catalyst class is: 5.